This data is from Forward reaction prediction with 1.9M reactions from USPTO patents (1976-2016). The task is: Predict the product of the given reaction. Given the reactants [CH:1]1([C:4]2[N:8]([C:9]3[CH:14]=[CH:13][CH:12]=[CH:11][C:10]=3[F:15])[N:7]=[N:6][C:5]=2[C:16]([OH:18])=O)[CH2:3][CH2:2]1.[F:19][C:20]1[CH:29]=[CH:28][C:27]([F:30])=[CH:26][C:21]=1[C:22](=[N:24]O)[NH2:23], predict the reaction product. The product is: [CH:1]1([C:4]2[N:8]([C:9]3[CH:14]=[CH:13][CH:12]=[CH:11][C:10]=3[F:15])[N:7]=[N:6][C:5]=2[C:16]2[O:18][N:23]=[C:22]([C:21]3[CH:26]=[C:27]([F:30])[CH:28]=[CH:29][C:20]=3[F:19])[N:24]=2)[CH2:2][CH2:3]1.